Dataset: Forward reaction prediction with 1.9M reactions from USPTO patents (1976-2016). Task: Predict the product of the given reaction. Given the reactants [CH3:1][NH:2][CH2:3][C:4]#[CH:5].[CH2:6]([O:13][C:14](ON1C(=O)CCC1=O)=[O:15])[C:7]1[CH:12]=[CH:11][CH:10]=[CH:9][CH:8]=1.CCCCCCC.CCOC(C)=O, predict the reaction product. The product is: [CH3:1][N:2]([CH2:3][C:4]#[CH:5])[C:14](=[O:15])[O:13][CH2:6][C:7]1[CH:12]=[CH:11][CH:10]=[CH:9][CH:8]=1.